From a dataset of Peptide-MHC class II binding affinity with 134,281 pairs from IEDB. Regression. Given a peptide amino acid sequence and an MHC pseudo amino acid sequence, predict their binding affinity value. This is MHC class II binding data. (1) The peptide sequence is LASVAMCRTPFSLAEHHHHHH. The MHC is DRB1_0901 with pseudo-sequence DRB1_0901. The binding affinity (normalized) is 0.586. (2) The peptide sequence is SQDLELSWNLNGLQAC. The MHC is HLA-DQA10301-DQB10302 with pseudo-sequence HLA-DQA10301-DQB10302. The binding affinity (normalized) is 0.640.